From a dataset of Forward reaction prediction with 1.9M reactions from USPTO patents (1976-2016). Predict the product of the given reaction. (1) Given the reactants C([O:4][C@H:5]1[C@@H:31]([O:32]C(=O)C)[C@H:30]([O:36]C(=O)C)[C@@H:29]([CH2:40][O:41]C(=O)C)[O:28][C@@H:6]1[O:7][C:8]1[CH:13]=[CH:12][C:11]([N:14]2[C:22]3[C:17](=[CH:18][C:19]([C:23]([F:26])([F:25])[F:24])=[CH:20][CH:21]=3)[CH:16]=[CH:15]2)=[CH:10][C:9]=1[Cl:27])(=O)C.CO[Na].CO, predict the reaction product. The product is: [O:7]([C:8]1[CH:13]=[CH:12][C:11]([N:14]2[C:22]3[C:17](=[CH:18][C:19]([C:23]([F:25])([F:26])[F:24])=[CH:20][CH:21]=3)[CH:16]=[CH:15]2)=[CH:10][C:9]=1[Cl:27])[C@H:6]1[O:28][C@H:29]([CH2:40][OH:41])[C@@H:30]([OH:36])[C@H:31]([OH:32])[C@@H:5]1[OH:4]. (2) Given the reactants [CH:1]1[C:13]2[CH2:12][C:11]3[C:6](=[CH:7][CH:8]=[CH:9][CH:10]=3)[C:5]=2[CH:4]=[CH:3][CH:2]=1.[OH:14]N1C(=O)C2=CC=CC=C2C1=O.O=O, predict the reaction product. The product is: [C:1]1(=[O:14])[C:13]2[C:5]([C:6]3[C:11]([CH:12]=2)=[CH:10][CH:9]=[CH:8][CH:7]=3)=[CH:4][CH:3]=[CH:2]1. (3) Given the reactants [CH2:1]([O:8][C:9]1[CH:14]=[CH:13][C:12]([CH2:15][CH2:16][C:17]([OH:19])=O)=[CH:11][CH:10]=1)[C:2]1[CH:7]=[CH:6][CH:5]=[CH:4][CH:3]=1.C1(P(C2C=CC=CC=2)C2C=CC=CC=2)C=CC=CC=1.[CH:39]1[CH:44]=[C:43]([S:45][S:45][C:43]2[N:42]=[CH:41][CH:40]=[CH:39][CH:44]=2)[N:42]=[CH:41][CH:40]=1, predict the reaction product. The product is: [N:42]1[CH:41]=[CH:40][CH:39]=[CH:44][C:43]=1[S:45][C:17](=[O:19])[CH2:16][CH2:15][C:12]1[CH:11]=[CH:10][C:9]([O:8][CH2:1][C:2]2[CH:3]=[CH:4][CH:5]=[CH:6][CH:7]=2)=[CH:14][CH:13]=1. (4) Given the reactants [CH3:1][C:2]1([CH2:5][O:6][C:7]2[CH:12]=[CH:11][N:10]=[CH:9][C:8]=2[N+:13]([O-])=O)[CH2:4][CH2:3]1, predict the reaction product. The product is: [CH3:1][C:2]1([CH2:5][O:6][C:7]2[CH:12]=[CH:11][N:10]=[CH:9][C:8]=2[NH2:13])[CH2:4][CH2:3]1. (5) Given the reactants Br[C:2]1[C:3]([O:16][CH:17]2[CH2:19][CH2:18]2)=[C:4]2[C:9](=[CH:10][CH:11]=1)[N:8]([C:12](=[O:14])[CH3:13])[C@@H:7]([CH3:15])[CH2:6][CH2:5]2.[CH:20]1([N:23]2[CH:27]=[C:26](B3OC(C)(C)C(C)(C)O3)[CH:25]=[N:24]2)[CH2:22][CH2:21]1.C(=O)([O-])[O-].[K+].[K+], predict the reaction product. The product is: [CH:17]1([O:16][C:3]2[C:2]([C:26]3[CH:25]=[N:24][N:23]([CH:20]4[CH2:22][CH2:21]4)[CH:27]=3)=[CH:11][CH:10]=[C:9]3[C:4]=2[CH2:5][CH2:6][C@H:7]([CH3:15])[N:8]3[C:12](=[O:14])[CH3:13])[CH2:19][CH2:18]1.